Dataset: Forward reaction prediction with 1.9M reactions from USPTO patents (1976-2016). Task: Predict the product of the given reaction. The product is: [F:1][C:2]1[CH:7]=[CH:6][C:5]([CH2:8][C:9]2[C:10]([N:15]3[CH2:21][C:20]4[CH:22]=[C:23]([C:26]5[N:31]=[C:30]6[NH:32][C:33]([NH2:35])=[N:34][C:29]6=[CH:28][CH:27]=5)[CH:24]=[CH:25][C:19]=4[O:18][CH2:17][CH2:16]3)=[N:11][CH:12]=[N:13][C:14]=2[CH3:42])=[CH:4][CH:3]=1. Given the reactants [F:1][C:2]1[CH:7]=[CH:6][C:5]([CH2:8][C:9]2[C:10]([N:15]3[CH2:21][C:20]4[CH:22]=[C:23]([C:26]5[N:31]=[C:30]6[NH:32][C:33]([NH:35]C(=O)OC)=[N:34][C:29]6=[CH:28][CH:27]=5)[CH:24]=[CH:25][C:19]=4[O:18][CH2:17][CH2:16]3)=[N:11][CH:12]=[N:13][CH:14]=2)=[CH:4][CH:3]=1.[OH-].[K+].[CH3:42]O, predict the reaction product.